Predict the reactants needed to synthesize the given product. From a dataset of Full USPTO retrosynthesis dataset with 1.9M reactions from patents (1976-2016). (1) Given the product [NH2:9][C@@H:8](/[CH:7]=[CH:6]/[C:5]1[CH:4]=[CH:3][C:2]([Br:1])=[CH:23][CH:22]=1)[CH2:12][OH:11], predict the reactants needed to synthesize it. The reactants are: [Br:1][C:2]1[CH:23]=[CH:22][C:5](/[CH:6]=[CH:7]/[C@H:8]2[CH2:12][O:11]C(C)(C)[N:9]2C(OC(C)(C)C)=O)=[CH:4][CH:3]=1.FC(F)(F)C(O)=O. (2) Given the product [CH3:1][O:2][C:3](=[O:42])[C@@H:4]([NH:14][C:15]([C:17]1[S:21][C:20]([NH:22][C:23](=[O:40])[CH2:24][C:25]2[CH:33]=[CH:32][CH:31]=[C:30]3[C:26]=2[CH:27]=[N:28][NH:29]3)=[N:19][C:18]=1[CH3:41])=[O:16])[CH2:5][NH:6][C:7]([C:84]1[S:83][CH:87]=[CH:47][CH:48]=1)=[O:8], predict the reactants needed to synthesize it. The reactants are: [CH3:1][O:2][C:3](=[O:42])[C@@H:4]([NH:14][C:15]([C:17]1[S:21][C:20]([NH:22][C:23](=[O:40])[CH2:24][C:25]2[CH:33]=[CH:32][CH:31]=[C:30]3[C:26]=2[CH:27]=[N:28][N:29]3C2CCCCO2)=[N:19][C:18]=1[CH3:41])=[O:16])[CH2:5][NH:6][C:7](OC(C)(C)C)=[O:8].O1[CH2:48][CH2:47]OCC1.CN(C(ON1N=NC2C=CC=CC1=2)=[N+](C)C)C.F[P-](F)(F)(F)(F)F.C1C=CC2N(O)N=NC=2C=1.[S:83]1[CH:87]=CC=[C:84]1C(O)=O.C(N(CC)CC)C.